Dataset: Catalyst prediction with 721,799 reactions and 888 catalyst types from USPTO. Task: Predict which catalyst facilitates the given reaction. (1) Reactant: [C:1]([C:4]1[CH:5]=[N:6][C:7]2[C:12]([C:13]=1[NH:14][C:15]1[CH:20]=[CH:19][CH:18]=[C:17]([O:21][CH3:22])[CH:16]=1)=[CH:11][C:10]([S:23]([C:26]1[CH:27]=[C:28]([CH:44]=[CH:45][CH:46]=1)[C:29]([N:31]1[CH2:36][CH2:35][N:34]([CH2:37][CH2:38]OS(C)(=O)=O)[CH2:33][CH2:32]1)=[O:30])(=[O:25])=[O:24])=[CH:9][C:8]=2[CH3:47])(=[O:3])[NH2:2].[NH2:48][CH2:49][C@@H:50]([C:59]1[CH:68]=[CH:67][C:66]([OH:69])=[C:65]2[C:60]=1[CH:61]=[CH:62][C:63](=[O:70])[NH:64]2)[O:51][Si:52]([C:55]([CH3:58])([CH3:57])[CH3:56])([CH3:54])[CH3:53].CCN(C(C)C)C(C)C.O. Product: [Si:52]([O:51][CH:50]([C:59]1[CH:68]=[CH:67][C:66]([OH:69])=[C:65]2[C:60]=1[CH:61]=[CH:62][C:63](=[O:70])[NH:64]2)[CH2:49][NH:48][CH2:38][CH2:37][N:34]1[CH2:35][CH2:36][N:31]([C:29]([C:28]2[CH:27]=[C:26]([S:23]([C:10]3[CH:11]=[C:12]4[C:7](=[C:8]([CH3:47])[CH:9]=3)[N:6]=[CH:5][C:4]([C:1]([NH2:2])=[O:3])=[C:13]4[NH:14][C:15]3[CH:20]=[CH:19][CH:18]=[C:17]([O:21][CH3:22])[CH:16]=3)(=[O:25])=[O:24])[CH:46]=[CH:45][CH:44]=2)=[O:30])[CH2:32][CH2:33]1)([C:55]([CH3:58])([CH3:57])[CH3:56])([CH3:54])[CH3:53]. The catalyst class is: 16. (2) Reactant: [OH:1][C:2]1[CH:11]=[C:10]2[C:5]([CH:6]=[C:7]([C:13]([O:15]CC)=[O:14])[C:8](=[O:12])[O:9]2)=[CH:4][CH:3]=1.[O:18]([C:25]1[CH:26]=[C:27]([CH:30]=[CH:31][CH:32]=1)[CH2:28]Cl)[C:19]1[CH:24]=[CH:23][CH:22]=[CH:21][CH:20]=1.C([O-])([O-])=O.[K+].[K+].O. Product: [O:18]([C:25]1[CH:26]=[C:27]([CH:30]=[CH:31][CH:32]=1)[CH2:28][O:1][C:2]1[CH:11]=[C:10]2[C:5]([CH:6]=[C:7]([C:13]([OH:15])=[O:14])[C:8](=[O:12])[O:9]2)=[CH:4][CH:3]=1)[C:19]1[CH:20]=[CH:21][CH:22]=[CH:23][CH:24]=1. The catalyst class is: 31. (3) Reactant: [NH2:1][C:2]1[N:7]=[CH:6][N:5]=[C:4]2[N:8](C(C3C=CC=CC=3)(C3C=CC=CC=3)C3C=CC=CC=3)[N:9]=[C:10]([C:11]3[CH:16]=[CH:15][C:14]([NH:17][C:18](=[O:30])[C:19]4[CH:24]=[CH:23][C:22]([C:25]([F:28])([F:27])[F:26])=[CH:21][C:20]=4[F:29])=[C:13]([O:31][CH3:32])[CH:12]=3)[C:3]=12.Cl.O1CCOCC1. Product: [NH2:1][C:2]1[N:7]=[CH:6][N:5]=[C:4]2[NH:8][N:9]=[C:10]([C:11]3[CH:16]=[CH:15][C:14]([NH:17][C:18](=[O:30])[C:19]4[CH:24]=[CH:23][C:22]([C:25]([F:27])([F:28])[F:26])=[CH:21][C:20]=4[F:29])=[C:13]([O:31][CH3:32])[CH:12]=3)[C:3]=12. The catalyst class is: 8. (4) Reactant: Br[C:2]1[CH:9]=[CH:8][C:5]([C:6]#[N:7])=[CH:4][N:3]=1.[CH3:10][N:11]1[CH:15]=[C:14](B2OC(C)(C)C(C)(C)O2)[CH:13]=[N:12]1.C(=O)([O-])[O-].[Na+].[Na+].O. Product: [CH3:10][N:11]1[CH:15]=[C:14]([C:2]2[CH:9]=[CH:8][C:5]([C:6]#[N:7])=[CH:4][N:3]=2)[CH:13]=[N:12]1. The catalyst class is: 104. (5) Reactant: [NH2:1][C:2]1[C:7]([CH:8]=[O:9])=[C:6](Cl)[N:5]=[CH:4][N:3]=1.[F:11][C:12]1[CH:13]=[C:14]([CH:26]=[CH:27][CH:28]=1)[CH2:15][N:16]1[C:24]2[C:19](=[CH:20][C:21]([NH2:25])=[CH:22][CH:23]=2)[CH:18]=[N:17]1.C(N(C(C)C)CC)(C)C. Product: [NH2:1][C:2]1[C:7]([CH:8]=[O:9])=[C:6]([NH:25][C:21]2[CH:20]=[C:19]3[C:24](=[CH:23][CH:22]=2)[N:16]([CH2:15][C:14]2[CH:26]=[CH:27][CH:28]=[C:12]([F:11])[CH:13]=2)[N:17]=[CH:18]3)[N:5]=[CH:4][N:3]=1. The catalyst class is: 16.